Dataset: CYP2D6 inhibition data for predicting drug metabolism from PubChem BioAssay. Task: Regression/Classification. Given a drug SMILES string, predict its absorption, distribution, metabolism, or excretion properties. Task type varies by dataset: regression for continuous measurements (e.g., permeability, clearance, half-life) or binary classification for categorical outcomes (e.g., BBB penetration, CYP inhibition). Dataset: cyp2d6_veith. (1) The molecule is CCOC(=O)C1=C(C)OC(N)=C(C#N)C12C(=O)N(C)c1ccccc12. The result is 0 (non-inhibitor). (2) The compound is O=C(O)COc1ccc(-c2nccc(-c3cccs3)n2)cc1. The result is 0 (non-inhibitor). (3) The compound is COC(=O)C(Cc1c[nH]c2ccccc12)NC(=O)C(C)C. The result is 0 (non-inhibitor).